The task is: Predict which catalyst facilitates the given reaction.. This data is from Catalyst prediction with 721,799 reactions and 888 catalyst types from USPTO. (1) Product: [CH3:1][O:2][C:3](=[O:23])[CH:4]=[CH:5][C:6]1[CH:11]=[CH:10][C:9]([O:12][CH2:13][C:14]([OH:16])=[O:15])=[C:8]([O:21][CH3:22])[CH:7]=1. Reactant: [CH3:1][O:2][C:3](=[O:23])[CH:4]=[CH:5][C:6]1[CH:11]=[CH:10][C:9]([O:12][CH2:13][C:14]([O:16]C(C)(C)C)=[O:15])=[C:8]([O:21][CH3:22])[CH:7]=1. The catalyst class is: 281. (2) Reactant: FC(F)(F)C(O)=O.O.C(OC([N:16]1[CH2:21][CH2:20][N:19]([CH2:22][C:23]2[CH:24]=[N:25][CH:26]=[C:27]([Br:29])[CH:28]=2)[C@@H:18]([C:30]2[CH:35]=[CH:34][C:33]([F:36])=[CH:32][CH:31]=2)[CH2:17]1)=O)(C)(C)C. Product: [Br:29][C:27]1[CH:28]=[C:23]([CH2:22][N:19]2[CH2:20][CH2:21][NH:16][CH2:17][C@@H:18]2[C:30]2[CH:35]=[CH:34][C:33]([F:36])=[CH:32][CH:31]=2)[CH:24]=[N:25][CH:26]=1. The catalyst class is: 4. (3) Reactant: CO[C:3](=[O:12])[C:4]1[CH:9]=[CH:8][CH:7]=[CH:6][C:5]=1[CH2:10]Br.[Cl:13][C:14]1[CH:19]=[CH:18][CH:17]=[CH:16][C:15]=1[CH2:20][CH2:21][CH2:22][NH2:23].C([O-])([O-])=O.[K+].[K+].C(OCC)(=O)C. Product: [Cl:13][C:14]1[CH:19]=[CH:18][CH:17]=[CH:16][C:15]=1[CH2:20][CH2:21][CH2:22][N:23]1[CH2:10][C:5]2[C:4](=[CH:9][CH:8]=[CH:7][CH:6]=2)[C:3]1=[O:12]. The catalyst class is: 345. (4) Reactant: Br[C:2]1[C:3]([N:18]2[C:22]([CH3:23])=[CH:21][C:20]([C:24]([F:27])([F:26])[F:25])=[N:19]2)=[N:4][C:5]([NH:8][C:9]2[CH:14]=[C:13]([CH3:15])[CH:12]=[C:11]([O:16][CH3:17])[CH:10]=2)=[N:6][CH:7]=1.B(O)O.[CH3:31][O:32][C:33]([C:35]1[C:36](=[O:51])[N:37]([CH3:50])[CH:38]=[C:39](B2OC(C)(C)C(C)(C)O2)[CH:40]=1)=[O:34].C(Cl)Cl.C(=O)([O-])[O-].[Na+].[Na+]. Product: [CH3:17][O:16][C:11]1[CH:10]=[C:9]([NH:8][C:5]2[N:4]=[C:3]([N:18]3[C:22]([CH3:23])=[CH:21][C:20]([C:24]([F:27])([F:26])[F:25])=[N:19]3)[C:2]([C:39]3[CH:40]=[C:35]([C:33]([O:32][CH3:31])=[O:34])[C:36](=[O:51])[N:37]([CH3:50])[CH:38]=3)=[CH:7][N:6]=2)[CH:14]=[C:13]([CH3:15])[CH:12]=1. The catalyst class is: 647. (5) Reactant: C([N:3](CC)CC)C.C1(P(N=[N+]=[N-])(C2C=CC=CC=2)=O)C=CC=CC=1.[CH2:25]([O:32][C:33]([N:35]1[CH2:42][C:41]2[C:37](C(O)=O)([CH2:38][CH2:39][CH:40]=2)[CH2:36]1)=[O:34])[C:26]1[CH:31]=[CH:30][CH:29]=[CH:28][CH:27]=1.[C:46](O[C:46]([O:48][C:49]([CH3:52])([CH3:51])[CH3:50])=[O:47])([O:48][C:49]([CH3:52])([CH3:51])[CH3:50])=[O:47]. Product: [CH2:25]([O:32][C:33]([N:35]1[CH2:42][C:41]2[C:37]([NH:3][C:46]([O:48][C:49]([CH3:52])([CH3:51])[CH3:50])=[O:47])([CH2:38][CH2:39][CH:40]=2)[CH2:36]1)=[O:34])[C:26]1[CH:27]=[CH:28][CH:29]=[CH:30][CH:31]=1. The catalyst class is: 451.